Predict the reactants needed to synthesize the given product. From a dataset of Full USPTO retrosynthesis dataset with 1.9M reactions from patents (1976-2016). (1) Given the product [Br:1][C:2]1[CH:3]=[C:4]([CH2:9][O:10][CH3:13])[C:5]([CH3:8])=[N:6][CH:7]=1, predict the reactants needed to synthesize it. The reactants are: [Br:1][C:2]1[CH:3]=[C:4]([CH2:9][OH:10])[C:5]([CH3:8])=[N:6][CH:7]=1.[OH-].[K+].[CH3:13]I. (2) Given the product [Cl:1][C:2]1[CH:3]=[N:4][C:5]2[C:10]([C:11]=1[CH2:12][CH2:13][CH2:14][C:15]1([C:30]([OH:32])=[O:31])[CH2:20][CH2:19][N:18]([CH2:21][CH2:22][O:23][C:24]3[CH:29]=[CH:28][CH:27]=[CH:26][N:25]=3)[CH2:17][CH2:16]1)=[CH:9][C:8]([O:35][CH3:36])=[CH:7][CH:6]=2, predict the reactants needed to synthesize it. The reactants are: [Cl:1][C:2]1[CH:3]=[N:4][C:5]2[C:10]([C:11]=1[CH2:12][CH2:13][CH2:14][C:15]1([C:30]([O:32]CC)=[O:31])[CH2:20][CH2:19][N:18]([CH2:21][CH2:22][O:23][C:24]3[CH:29]=[CH:28][CH:27]=[CH:26][N:25]=3)[CH2:17][CH2:16]1)=[CH:9][C:8]([O:35][CH3:36])=[CH:7][CH:6]=2.[OH-].[Na+]. (3) Given the product [Cl:1][C:2]1[CH:3]=[CH:4][C:5]([CH2:6][C:7]2[S:8][CH:9]=[C:10]([CH:12]3[CH2:13][CH2:14][NH:15][CH2:16][CH2:17]3)[N:11]=2)=[CH:24][CH:25]=1, predict the reactants needed to synthesize it. The reactants are: [Cl:1][C:2]1[CH:25]=[CH:24][C:5]([CH2:6][C:7]2[S:8][CH:9]=[C:10]([CH:12]3[CH2:17][CH2:16][N:15](C(OCC=C)=O)[CH2:14][CH2:13]3)[N:11]=2)=[CH:4][CH:3]=1.CC1(C)CC(=O)CC(=O)C1. (4) Given the product [CH2:9]([O:16][N:17]([C:4]([Cl:5])=[O:3])[C@H:18]1[CH2:23][N:22]([C:24]([O:26][C:27]([CH3:30])([CH3:29])[CH3:28])=[O:25])[C@H:21]([C:31]2[N:35]=[CH:34][O:33][N:32]=2)[CH2:20][CH2:19]1)[C:10]1[CH:15]=[CH:14][CH:13]=[CH:12][CH:11]=1, predict the reactants needed to synthesize it. The reactants are: O=C(Cl)[O:3][C:4](Cl)(Cl)[Cl:5].[CH2:9]([O:16][NH:17][C@H:18]1[CH2:23][N:22]([C:24]([O:26][C:27]([CH3:30])([CH3:29])[CH3:28])=[O:25])[C@H:21]([C:31]2[N:35]=[CH:34][O:33][N:32]=2)[CH2:20][CH2:19]1)[C:10]1[CH:15]=[CH:14][CH:13]=[CH:12][CH:11]=1. (5) Given the product [C:1]([O:5][C@@H:6]([C:11]1[C:40]([CH3:41])=[C:39]([CH3:42])[C:38]2=[N:43][C:35]3=[CH:36][N:37]2[C:12]=1[N:13]1[CH2:14][CH2:15][C:16]([CH3:50])([O:17][CH2:18][CH2:19][CH2:20][CH2:21][C@H:22]([CH3:47])[O:23][C:24]2[CH:25]=[C:26]([F:46])[C:27]([F:45])=[CH:28][C:29]=2[C:30]2[CH:44]=[C:34]3[CH:33]=[CH:32][CH:31]=2)[CH2:48][CH2:49]1)[C:7]([OH:9])=[O:8])([CH3:4])([CH3:2])[CH3:3], predict the reactants needed to synthesize it. The reactants are: [C:1]([O:5][C@@H:6]([C:11]1[C:40]([CH3:41])=[C:39]([CH3:42])[C:38]2=[N:43][C:35]3=[CH:36][N:37]2[C:12]=1[N:13]1[CH2:49][CH2:48][C:16]([CH3:50])([O:17][CH2:18][CH2:19][CH2:20][CH2:21][C@H:22]([CH3:47])[O:23][C:24]2[CH:25]=[C:26]([F:46])[C:27]([F:45])=[CH:28][C:29]=2[C:30]2[CH:44]=[C:34]3[CH:33]=[CH:32][CH:31]=2)[CH2:15][CH2:14]1)[C:7]([O:9]C)=[O:8])([CH3:4])([CH3:3])[CH3:2].C(O[C@@H](C1C(C)=CC2=NC3=C(Cl)N2C=1N1CCC(C)(OCCCC[C@H](C)OC2C=CC(C)=CC=2C2C=C3C=CC=2)CC1)C(O)=O)(C)(C)C. (6) Given the product [C:1]1([C:30]2[CH:31]=[CH:32][CH:33]=[CH:34][CH:35]=2)[CH:6]=[CH:5][C:4]([C:7]2[N:12]=[C:11]3[CH:13]=[C:14]([O:24][CH2:25][CH2:26][CH:27]=[O:28])[N:15]([CH2:16][O:17][CH2:18][CH2:19][Si:20]([CH3:22])([CH3:23])[CH3:21])[C:10]3=[CH:9][C:8]=2[Cl:29])=[CH:3][CH:2]=1, predict the reactants needed to synthesize it. The reactants are: [C:1]1([C:30]2[CH:35]=[CH:34][CH:33]=[CH:32][CH:31]=2)[CH:6]=[CH:5][C:4]([C:7]2[N:12]=[C:11]3[CH:13]=[C:14]([O:24][CH2:25][CH2:26][CH2:27][OH:28])[N:15]([CH2:16][O:17][CH2:18][CH2:19][Si:20]([CH3:23])([CH3:22])[CH3:21])[C:10]3=[CH:9][C:8]=2[Cl:29])=[CH:3][CH:2]=1.CC(OI1(OC(C)=O)(OC(C)=O)OC(=O)C2C=CC=CC1=2)=O. (7) The reactants are: Cl[C:2]1[N:7]=[CH:6][C:5]2[C:8]([O:14][CH:15]3[CH2:19][CH2:18][O:17][CH2:16]3)=[N:9][N:10]([CH:11]([CH3:13])[CH3:12])[C:4]=2[CH:3]=1.C1(P(C2C=CC=CC=2)C2C3OC4C(=CC=CC=4P(C4C=CC=CC=4)C4C=CC=CC=4)C(C)(C)C=3C=CC=2)C=CC=CC=1.[CH:62]1([S:65]([N:68]2[CH:72]=[C:71]([C:73]3[N:78]=[C:77]([NH2:79])[CH:76]=[CH:75][N:74]=3)[CH:70]=[N:69]2)(=[O:67])=[O:66])[CH2:64][CH2:63]1.C(=O)([O-])[O-].[Cs+].[Cs+]. Given the product [CH:62]1([S:65]([N:68]2[CH:72]=[C:71]([C:73]3[N:78]=[C:77]([NH:79][C:2]4[N:7]=[CH:6][C:5]5[C:8]([O:14][CH:15]6[CH2:19][CH2:18][O:17][CH2:16]6)=[N:9][N:10]([CH:11]([CH3:13])[CH3:12])[C:4]=5[CH:3]=4)[CH:76]=[CH:75][N:74]=3)[CH:70]=[N:69]2)(=[O:66])=[O:67])[CH2:64][CH2:63]1, predict the reactants needed to synthesize it.